From a dataset of Full USPTO retrosynthesis dataset with 1.9M reactions from patents (1976-2016). Predict the reactants needed to synthesize the given product. (1) Given the product [CH:30]1([C:26]2[N:25]=[C:24]([CH2:23][N:18]3[C:19]4[C:15](=[C:14]([NH:13][C:11]([C:8]5[N:5]6[CH:6]=[CH:7][C:2]([O:44][CH2:43][CH2:42][N:37]7[CH2:38][CH2:39][N:40]([CH3:41])[C:35]([CH3:45])([CH3:34])[CH2:36]7)=[CH:3][C:4]6=[N:10][CH:9]=5)=[O:12])[CH:22]=[CH:21][CH:20]=4)[C:16]([CH3:33])=[N:17]3)[CH:29]=[CH:28][CH:27]=2)[CH2:31][CH2:32]1, predict the reactants needed to synthesize it. The reactants are: F[C:2]1[CH:7]=[CH:6][N:5]2[C:8]([C:11]([NH:13][C:14]3[CH:22]=[CH:21][CH:20]=[C:19]4[C:15]=3[C:16]([CH3:33])=[N:17][N:18]4[CH2:23][C:24]3[CH:29]=[CH:28][CH:27]=[C:26]([CH:30]([CH3:32])[CH3:31])[N:25]=3)=[O:12])=[CH:9][N:10]=[C:4]2[CH:3]=1.[CH3:34][C:35]1([CH3:45])[N:40]([CH3:41])[CH2:39][CH2:38][N:37]([CH2:42][CH2:43][OH:44])[CH2:36]1.O1CCN(CCO)CC1. (2) Given the product [OH:18][C@@H:17]1[C@H:16]([OH:19])[C@@H:15]([OH:20])[CH2:14][N:13]([S:21]([C:24]2[CH:29]=[CH:28][C:27]([O:30][CH3:31])=[CH:26][CH:25]=2)(=[O:23])=[O:22])[C@H:12]1[C:10]([OH:33])=[O:11], predict the reactants needed to synthesize it. The reactants are: C(ON[C:10]([C@H:12]1[C@H:17]([OH:18])[C@H:16]([OH:19])[C@@H:15]([OH:20])[CH2:14][N:13]1[S:21]([C:24]1[CH:29]=[CH:28][C:27]([O:30][CH3:31])=[CH:26][CH:25]=1)(=[O:23])=[O:22])=[O:11])C1C=CC=CC=1.C[OH:33]. (3) Given the product [F:11][C:12]1[CH:17]=[CH:16][C:15]([N:18]2[C:22]([CH2:23][CH:24]([CH3:26])[CH3:25])=[CH:21][C:20]([CH2:27][NH:2][OH:3])=[N:19]2)=[CH:14][CH:13]=1, predict the reactants needed to synthesize it. The reactants are: Cl.[NH2:2][OH:3].C(N(CC)CC)C.[F:11][C:12]1[CH:17]=[CH:16][C:15]([N:18]2[C:22]([CH2:23][CH:24]([CH3:26])[CH3:25])=[CH:21][C:20]([CH:27]=O)=[N:19]2)=[CH:14][CH:13]=1.O.